This data is from Forward reaction prediction with 1.9M reactions from USPTO patents (1976-2016). The task is: Predict the product of the given reaction. Given the reactants Br[C:2]1[CH:3]=[N:4][CH:5]=[C:6]([O:8][CH2:9][C:10]2[CH:15]=[CH:14][CH:13]=[CH:12][CH:11]=2)[CH:7]=1.[B:16](OC(C)C)([O:21]C(C)C)[O:17]C(C)C.C([Li])CCC.Cl, predict the reaction product. The product is: [CH2:9]([O:8][C:6]1[CH:7]=[C:2]([B:16]([OH:21])[OH:17])[CH:3]=[N:4][CH:5]=1)[C:10]1[CH:15]=[CH:14][CH:13]=[CH:12][CH:11]=1.